Dataset: Peptide-MHC class I binding affinity with 185,985 pairs from IEDB/IMGT. Task: Regression. Given a peptide amino acid sequence and an MHC pseudo amino acid sequence, predict their binding affinity value. This is MHC class I binding data. (1) The peptide sequence is ETKLGKAGY. The MHC is HLA-B08:01 with pseudo-sequence HLA-B08:01. The binding affinity (normalized) is 0.555. (2) The binding affinity (normalized) is 0.0847. The peptide sequence is DWMERIEDF. The MHC is HLA-A02:11 with pseudo-sequence HLA-A02:11.